From a dataset of Reaction yield outcomes from USPTO patents with 853,638 reactions. Predict the reaction yield, written as a fraction of the theoretical maximum amount of product (1.0 means a 100% yield; for example, 0.34 means a 34% yield). (1) The reactants are CO.[CH3:3][C:4]1([CH3:31])[CH2:8][C:7]2[C:9]([CH3:30])=[C:10]([N:15]3[CH2:20][CH2:19][N:18]([C:21]4[CH:26]=[CH:25][C:24]([C:27](=[O:29])[CH3:28])=[CH:23][CH:22]=4)[CH2:17][CH2:16]3)[C:11]([CH3:14])=[C:12]([CH3:13])[C:6]=2[O:5]1.[BH4-].[Na+]. The catalyst is O. The product is [CH3:31][C:4]1([CH3:3])[CH2:8][C:7]2[C:9]([CH3:30])=[C:10]([N:15]3[CH2:20][CH2:19][N:18]([C:21]4[CH:22]=[CH:23][C:24]([CH:27]([OH:29])[CH3:28])=[CH:25][CH:26]=4)[CH2:17][CH2:16]3)[C:11]([CH3:14])=[C:12]([CH3:13])[C:6]=2[O:5]1. The yield is 0.600. (2) The reactants are [CH2:1]([N:8]1[CH2:15][CH:14]2[CH:10]([C:11](=[O:21])[C:12]3[C:18]([Br:19])=[C:17]([Br:20])[S:16][C:13]=32)[CH2:9]1)[C:2]1[CH:7]=[CH:6][CH:5]=[CH:4][CH:3]=1.[BH4-].[Na+].CC(O)=O.C([O-])(O)=O.[Na+]. The catalyst is CO. The product is [CH2:1]([N:8]1[CH2:15][CH:14]2[CH:10]([CH:11]([OH:21])[C:12]3[C:18]([Br:19])=[C:17]([Br:20])[S:16][C:13]=32)[CH2:9]1)[C:2]1[CH:7]=[CH:6][CH:5]=[CH:4][CH:3]=1. The yield is 0.910. (3) The reactants are [Br:1][C:2]1[CH:3]=[CH:4][C:5]([Cl:10])=[C:6]([CH2:8]O)[CH:7]=1.[ClH:11]. No catalyst specified. The product is [Br:1][C:2]1[CH:3]=[CH:4][C:5]([Cl:10])=[C:6]([CH2:8][Cl:11])[CH:7]=1. The yield is 0.990. (4) The reactants are [CH2:1]([O:8][N:9]([CH2:24][C:25]1[C:30]([O:31][CH3:32])=[CH:29][C:28]([O:33][CH3:34])=[CH:27][C:26]=1[O:35][CH3:36])[C:10](=[O:23])[CH2:11][CH2:12][CH:13]1[C:18](=[O:19])[O:17][C:16]([CH3:21])([CH3:20])[O:15][C:14]1=[O:22])[C:2]1[CH:7]=[CH:6][CH:5]=[CH:4][CH:3]=1.Br[CH2:38][C:39]1[CH:48]=[CH:47][C:42]([C:43]([O:45][CH3:46])=[O:44])=[CH:41][CH:40]=1.C(=O)([O-])[O-].[K+].[K+]. The catalyst is [Cl-].C([N+](CC)(CC)CC)C1C=CC=CC=1.C(#N)C. The product is [CH2:1]([O:8][N:9]([CH2:24][C:25]1[C:26]([O:35][CH3:36])=[CH:27][C:28]([O:33][CH3:34])=[CH:29][C:30]=1[O:31][CH3:32])[C:10](=[O:23])[CH2:11][CH2:12][C:13]1([CH2:38][C:39]2[CH:40]=[CH:41][C:42]([C:43]([O:45][CH3:46])=[O:44])=[CH:47][CH:48]=2)[C:14](=[O:22])[O:15][C:16]([CH3:21])([CH3:20])[O:17][C:18]1=[O:19])[C:2]1[CH:3]=[CH:4][CH:5]=[CH:6][CH:7]=1. The yield is 0.780. (5) The reactants are [C:1]([C:5]1[O:9][N:8]=[C:7]([NH:10][C:11]([NH:13][C:14]2[CH:19]=[CH:18][CH:17]=[C:16]([SH:20])[CH:15]=2)=[O:12])[CH:6]=1)([CH3:4])([CH3:3])[CH3:2].C(=O)([O-])[O-].[Cs+].[Cs+].Cl[C:28]1[C:37]2[C:32](=[CH:33][C:34]([O:45][CH3:46])=[C:35]([O:38][CH2:39][CH2:40][S:41]([CH3:44])(=[O:43])=[O:42])[CH:36]=2)[N:31]=[CH:30][N:29]=1. The catalyst is O1CCCC1. The product is [C:1]([C:5]1[O:9][N:8]=[C:7]([NH:10][C:11]([NH:13][C:14]2[CH:19]=[CH:18][CH:17]=[C:16]([S:20][C:28]3[C:37]4[C:32](=[CH:33][C:34]([O:45][CH3:46])=[C:35]([O:38][CH2:39][CH2:40][S:41]([CH3:44])(=[O:42])=[O:43])[CH:36]=4)[N:31]=[CH:30][N:29]=3)[CH:15]=2)=[O:12])[CH:6]=1)([CH3:4])([CH3:2])[CH3:3]. The yield is 0.200. (6) The reactants are Cl[C:2]1[CH:3]=[CH:4][N:5]2[C:10]([C:11]=1[CH3:12])=[C:9]([CH:13]1[CH2:15][CH2:14]1)[CH:8]=[C:7]([C:16]([O:18][CH3:19])=[O:17])[C:6]2=[O:20].[F:21][C:22]1[CH:23]=[C:24](B(O)O)[CH:25]=[CH:26][C:27]=1[OH:28]. No catalyst specified. The product is [F:21][C:22]1[CH:23]=[C:24]([C:2]2[CH:3]=[CH:4][N:5]3[C:10]([C:11]=2[CH3:12])=[C:9]([CH:13]2[CH2:15][CH2:14]2)[CH:8]=[C:7]([C:16]([O:18][CH3:19])=[O:17])[C:6]3=[O:20])[CH:25]=[CH:26][C:27]=1[OH:28]. The yield is 0.760.